Dataset: Full USPTO retrosynthesis dataset with 1.9M reactions from patents (1976-2016). Task: Predict the reactants needed to synthesize the given product. (1) Given the product [CH3:1][O:2][C:3](=[O:9])[CH2:4][S:5]([N:10]1[CH2:15][CH2:14][O:13][CH2:12][CH2:11]1)(=[O:7])=[O:6], predict the reactants needed to synthesize it. The reactants are: [CH3:1][O:2][C:3](=[O:9])[CH2:4][S:5](Cl)(=[O:7])=[O:6].[NH:10]1[CH2:15][CH2:14][O:13][CH2:12][CH2:11]1. (2) Given the product [CH2:11]([NH:10][C:9]1[C:4]([C:3]([OH:2])=[O:19])=[CH:5][N:6]=[C:7]([O:21][CH3:20])[CH:8]=1)[C:12]1[CH:17]=[CH:16][CH:15]=[CH:14][CH:13]=1, predict the reactants needed to synthesize it. The reactants are: C[O:2][C:3](=[O:19])[C:4]1[C:9]([NH:10][CH2:11][C:12]2[CH:17]=[CH:16][CH:15]=[CH:14][CH:13]=2)=[CH:8][C:7](Cl)=[N:6][CH:5]=1.[CH3:20][O-:21].[Na+]. (3) The reactants are: FC1C=CC(CCO[CH2:9][CH2:10][C:11]([OH:13])=[O:12])=CC=1.[F:16][C:17]1[CH:18]=[C:19]([CH2:24][CH2:25][OH:26])[CH:20]=[C:21]([F:23])[CH:22]=1. Given the product [F:16][C:17]1[CH:18]=[C:19]([CH:20]=[C:21]([F:23])[CH:22]=1)[CH2:24][CH2:25][O:26][CH2:9][CH2:10][C:11]([OH:13])=[O:12], predict the reactants needed to synthesize it. (4) Given the product [Br:1][C:2]1[CH:9]=[CH:8][C:5]([NH:6][CH3:7])=[C:4]([N+:10]([O-:12])=[O:11])[C:3]=1[O:21][CH2:20][CH:14]1[CH2:19][CH2:18][CH2:17][CH2:16][CH2:15]1, predict the reactants needed to synthesize it. The reactants are: [Br:1][C:2]1[CH:9]=[CH:8][C:5]([NH:6][CH3:7])=[C:4]([N+:10]([O-:12])=[O:11])[C:3]=1F.[CH:14]1([CH2:20][OH:21])[CH2:19][CH2:18][CH2:17][CH2:16][CH2:15]1. (5) Given the product [CH3:45][O:33][C:31](=[O:32])[CH2:30][N:21]1[C:16]2[CH:17]=[CH:18][CH:19]=[CH:20][C:15]=2[NH:14][CH2:13][C@H:9]([NH:8][C:6]([O:5][C:1]([CH3:2])([CH3:3])[CH3:4])=[O:7])[C:10]1=[O:12], predict the reactants needed to synthesize it. The reactants are: [C:1]([O:5][C:6]([NH:8][C@@H:9]([CH2:13][NH:14][C:15]1[CH:20]=[CH:19][CH:18]=[CH:17][C:16]=1[NH2:21])[C:10]([OH:12])=O)=[O:7])([CH3:4])([CH3:3])[CH3:2].C(OC(N[C@@H:30](CNC1C=CC=CC=1[N+]([O-])=O)[C:31]([OH:33])=[O:32])=O)(C)(C)C.[CH3:45]O. (6) Given the product [CH3:2][C:3]1[N:4]=[C:5]([C:13]2[CH:14]=[CH:15][CH:16]=[CH:17][CH:18]=2)[N:6]2[C:11]=1[CH:10]=[N:9][C:8]([NH:12][C:20]1[CH:25]=[CH:24][C:23]([S:26]([NH2:29])(=[O:28])=[O:27])=[CH:22][CH:21]=1)=[N:7]2, predict the reactants needed to synthesize it. The reactants are: Cl.[CH3:2][C:3]1[N:4]=[C:5]([C:13]2[CH:18]=[CH:17][CH:16]=[CH:15][CH:14]=2)[N:6]2[C:11]=1[CH:10]=[N:9][C:8]([NH2:12])=[N:7]2.Br[C:20]1[CH:25]=[CH:24][C:23]([S:26]([NH2:29])(=[O:28])=[O:27])=[CH:22][CH:21]=1.C1C=CC(P(C2C=CC3C(=CC=CC=3)C=2C2C3C(=CC=CC=3)C=CC=2P(C2C=CC=CC=2)C2C=CC=CC=2)C2C=CC=CC=2)=CC=1.CC(C)([O-])C.[Na+]. (7) Given the product [CH3:1][O:2][C:3]1[CH:4]=[C:5]([NH:6][C:17]2[N:22]=[C:21]([NH:23][CH:24]3[CH2:27][O:26][CH2:25]3)[CH:20]=[C:19]([CH2:28][O:29][CH2:30][C:31]([F:33])([F:34])[F:32])[N:18]=2)[CH:7]=[CH:8][C:9]=1[N:10]1[CH:14]=[C:13]([CH3:15])[N:12]=[CH:11]1, predict the reactants needed to synthesize it. The reactants are: [CH3:1][O:2][C:3]1[CH:4]=[C:5]([CH:7]=[CH:8][C:9]=1[N:10]1[CH:14]=[C:13]([CH3:15])[N:12]=[CH:11]1)[NH2:6].Cl[C:17]1[N:22]=[C:21]([NH:23][CH:24]2[CH2:27][O:26][CH2:25]2)[CH:20]=[C:19]([CH2:28][O:29][CH2:30][C:31]([F:34])([F:33])[F:32])[N:18]=1.C(=O)([O-])[O-].[Cs+].[Cs+].C1(P(C2CCCCC2)C2C=CC=CC=2C2C=CC=CC=2)CCCCC1. (8) Given the product [NH2:40][C:2]1[CH:3]=[N:4][C:5]([N:8]2[CH2:13][CH2:12][N:11]([C:14]([O:16][C:17]([CH3:20])([CH3:19])[CH3:18])=[O:15])[CH2:10][CH2:9]2)=[N:6][CH:7]=1, predict the reactants needed to synthesize it. The reactants are: Br[C:2]1[CH:3]=[N:4][C:5]([N:8]2[CH2:13][CH2:12][N:11]([C:14]([O:16][C:17]([CH3:20])([CH3:19])[CH3:18])=[O:15])[CH2:10][CH2:9]2)=[N:6][CH:7]=1.CC(C)([O-])C.[Na+].C(=[NH:40])(C1C=CC=CC=1)C1C=CC=CC=1.C1C=CC(P(C2C(C3C(P(C4C=CC=CC=4)C4C=CC=CC=4)=CC=C4C=3C=CC=C4)=C3C(C=CC=C3)=CC=2)C2C=CC=CC=2)=CC=1.C(=O)([O-])O.[Na+].